The task is: Binary Classification. Given a drug SMILES string, predict its activity (active/inactive) in a high-throughput screening assay against a specified biological target.. This data is from M1 muscarinic receptor antagonist screen with 61,756 compounds. (1) The drug is O=C1N(CCC1)CCCNC(=O)c1n(c2nc3n(c(=O)c2c1)cccc3C)C. The result is 1 (active). (2) The drug is S(=O)(=O)(N1CCC(NC(=O)C23CC4CC(C3)CC(C2)C4)CC1)c1cc(c(n2nnnc2)cc1)C. The result is 0 (inactive). (3) The drug is S1(=O)(=O)CC(N(S(=O)(=O)c2ccc(C3CCCCC3)cc2)C)CC1. The result is 0 (inactive). (4) The compound is O=C1CC(CC=2NC(=C(C(C12)c1occc1)C(OCc1ccccc1)=O)C)(C)C. The result is 0 (inactive). (5) The drug is O(c1nc2c(cc1c1nc(on1)c1cccnc1)ccc(c2)C)C. The result is 0 (inactive).